Dataset: Catalyst prediction with 721,799 reactions and 888 catalyst types from USPTO. Task: Predict which catalyst facilitates the given reaction. (1) Reactant: [CH3:1][C:2]1([CH3:10])[O:9][C:7](=[O:8])[CH2:6][C:4](=[O:5])[O:3]1.[CH2:11]=[C:12]1[O:16][C:14](=[O:15])[CH2:13]1. Product: [OH:15][C:14](=[C:6]1[C:7](=[O:8])[O:9][C:2]([CH3:10])([CH3:1])[O:3][C:4]1=[O:5])[CH2:13][C:12](=[O:16])[CH3:11]. The catalyst class is: 4. (2) Reactant: C([O:9][C@H:10]1[C@:14]([F:16])([CH3:15])[C@H:13]([N:17]2[CH:25]=[N:24][C:23]3[C:18]2=[N:19][C:20]([NH2:27])=[N:21][C:22]=3Cl)[O:12][C@@H:11]1[CH2:28][O:29]C(=O)C1C=CC=CC=1)(=O)C1C=CC=CC=1.[CH3:38][NH2:39]. The catalyst class is: 5. Product: [NH2:27][C:20]1[N:19]=[C:18]2[C:23]([N:24]=[CH:25][N:17]2[C@@H:13]2[O:12][C@H:11]([CH2:28][OH:29])[C@@H:10]([OH:9])[C@:14]2([F:16])[CH3:15])=[C:22]([NH:39][CH3:38])[N:21]=1. (3) Reactant: Cl[C:2]1[CH:7]=[CH:6][NH:5][C:4](=[O:8])[C:3]=1[C:9]1[NH:10][C:11]2[C:19]([N:20]=1)=[CH:18][C:17]1[C:16](=[O:21])[N:15]([CH:22]3[CH2:27][CH2:26][N:25]([CH3:28])[CH2:24][CH2:23]3)[C:14](=[O:29])[C:13]=1[CH:12]=2.[NH2:30][CH2:31][C@@H:32]([OH:43])[CH2:33][O:34][C:35]1[CH:40]=[CH:39][C:38]([CH3:41])=[CH:37][C:36]=1[CH3:42].CCN(CC)CC. Product: [CH3:42][C:36]1[CH:37]=[C:38]([CH3:41])[CH:39]=[CH:40][C:35]=1[O:34][CH2:33][C@H:32]([OH:43])[CH2:31][NH:30][C:2]1[CH:7]=[CH:6][NH:5][C:4](=[O:8])[C:3]=1[C:9]1[NH:10][C:11]2[C:19]([N:20]=1)=[CH:18][C:17]1[C:16](=[O:21])[N:15]([CH:22]3[CH2:27][CH2:26][N:25]([CH3:28])[CH2:24][CH2:23]3)[C:14](=[O:29])[C:13]=1[CH:12]=2. The catalyst class is: 14. (4) Reactant: [C:1]([NH:9][C:10]1[S:11][C:12]([C:16]([O:18]CC)=[O:17])=[C:13]([CH3:15])[N:14]=1)(=[O:8])[C:2]1[CH:7]=[CH:6][N:5]=[CH:4][CH:3]=1.[OH-].[Na+]. Product: [C:1]([NH:9][C:10]1[S:11][C:12]([C:16]([OH:18])=[O:17])=[C:13]([CH3:15])[N:14]=1)(=[O:8])[C:2]1[CH:7]=[CH:6][N:5]=[CH:4][CH:3]=1. The catalyst class is: 24. (5) Reactant: C([N:8]1[CH:12]([CH3:13])[CH2:11][CH:10]([CH2:14][N:15]2[C:23]3[C:18](=[CH:19][C:20]([C:24]4[CH:25]=[N:26][N:27]([CH:29]5[CH2:34][CH2:33][CH2:32][CH2:31][O:30]5)[CH:28]=4)=[CH:21][CH:22]=3)[CH:17]=[CH:16]2)[CH2:9]1)C1C=CC=CC=1.C([O-])=O.[NH4+].C(OCC)(=O)C. Product: [CH3:13][CH:12]1[NH:8][CH2:9][CH:10]([CH2:14][N:15]2[C:23]3[C:18](=[CH:19][C:20]([C:24]4[CH:25]=[N:26][N:27]([CH:29]5[CH2:34][CH2:33][CH2:32][CH2:31][O:30]5)[CH:28]=4)=[CH:21][CH:22]=3)[CH:17]=[CH:16]2)[CH2:11]1. The catalyst class is: 5. (6) Reactant: Br[C:2]1[CH:8]=[C:7]([O:9][CH2:10][CH3:11])[CH:6]=[CH:5][C:3]=1[NH2:4].C([Sn](CCCC)(CCCC)[C:17]1[S:18][CH:19]=[CH:20][N:21]=1)CCC. Product: [CH2:10]([O:9][C:7]1[CH:6]=[CH:5][C:3]([NH2:4])=[C:2]([C:17]2[S:18][CH:19]=[CH:20][N:21]=2)[CH:8]=1)[CH3:11]. The catalyst class is: 77. (7) Reactant: [N:1]1[CH:6]=[CH:5][CH:4]=[CH:3][C:2]=1[C:7]1[CH:11]=[C:10]([C:12]2[O:16][N:15]=[C:14]([C:17]3[CH:22]=[CH:21][C:20]([CH3:23])=[CH:19][CH:18]=3)[N:13]=2)[O:9][N:8]=1.[Br:24]N1C(=O)CCC1=O. Product: [Br:24][C:11]1[C:7]([C:2]2[CH:3]=[CH:4][CH:5]=[CH:6][N:1]=2)=[N:8][O:9][C:10]=1[C:12]1[O:16][N:15]=[C:14]([C:17]2[CH:22]=[CH:21][C:20]([CH3:23])=[CH:19][CH:18]=2)[N:13]=1. The catalyst class is: 10.